Dataset: HIV replication inhibition screening data with 41,000+ compounds from the AIDS Antiviral Screen. Task: Binary Classification. Given a drug SMILES string, predict its activity (active/inactive) in a high-throughput screening assay against a specified biological target. (1) The drug is [O-]c1c(-c2cccc3ccccc23)sc(-c2cccc3ccccc23)[n+]1-c1ccccc1. The result is 0 (inactive). (2) The compound is CC12CCC3C(CCC4=CC(=O)C=CC43C)C1CCC(=O)O2. The result is 0 (inactive). (3) The molecule is CCN(CC)C(=O)c1cc(OC(C)C)ccc1-c1c(C)cc(OC(C)C)c(OC)c1OC. The result is 0 (inactive). (4) The drug is COC(=O)N1CC=CC2(CCOCc3ccccc3)CCC(O)(c3ccccc3NC(=O)C(C)(C)C)C(=O)C12. The result is 0 (inactive).